This data is from HIV replication inhibition screening data with 41,000+ compounds from the AIDS Antiviral Screen. The task is: Binary Classification. Given a drug SMILES string, predict its activity (active/inactive) in a high-throughput screening assay against a specified biological target. (1) The compound is Clc1cc(Cl)cc(Nc2nc3ccccc3nc2-c2cccs2)c1. The result is 0 (inactive). (2) The drug is Oc1ccc(C=Cc2cc(O)cc3c2C(c2cc(O)cc(O)c2)C(c2ccc(O)cc2)O3)cc1. The result is 0 (inactive). (3) The compound is O=[N+]([O-])OCC(O[N+](=O)[O-])C(CO[N+](=O)[O-])O[N+](=O)[O-]. The result is 0 (inactive). (4) The molecule is Cc1cccnc1NC(=S)Nc1cccc(C(F)(F)F)c1. The result is 0 (inactive). (5) The compound is COc1ccc(Cc2nc3ccccc3[nH]2)cc1OC. The result is 0 (inactive).